This data is from Forward reaction prediction with 1.9M reactions from USPTO patents (1976-2016). The task is: Predict the product of the given reaction. (1) Given the reactants [CH3:1][C:2]1[CH:3]=[C:4]([CH2:8][C:9](O)=O)[CH:5]=[CH:6][CH:7]=1.[C:12]1([NH:18][C:19](=[S:22])[NH:20][NH2:21])[CH:17]=[CH:16][CH:15]=[CH:14][CH:13]=1, predict the reaction product. The product is: [CH3:1][C:2]1[CH:3]=[C:4]([CH:5]=[CH:6][CH:7]=1)[CH2:8][C:9]1[N:18]([C:12]2[CH:13]=[CH:14][CH:15]=[CH:16][CH:17]=2)[C:19](=[S:22])[NH:20][N:21]=1. (2) Given the reactants [C:1]([C:3]1[CH:4]=[C:5]([OH:9])[CH:6]=[CH:7][CH:8]=1)#[CH:2].Br[CH2:11][CH:12]1[CH2:14][CH2:13]1.[I-].[Na+].C([O-])([O-])=O.[Cs+].[Cs+], predict the reaction product. The product is: [CH:12]1([CH2:11][O:9][C:5]2[CH:6]=[CH:7][CH:8]=[C:3]([C:1]#[CH:2])[CH:4]=2)[CH2:14][CH2:13]1. (3) Given the reactants C(O[C:4]([C:6]1([CH2:13][CH2:14]OC)[CH2:11][CH2:10][CH:9]([OH:12])[CH2:8][CH2:7]1)=[O:5])C.[F:17][C:18]([F:29])([F:28])[O:19][C:20]1[CH:27]=[CH:26][C:23]([CH2:24][NH2:25])=[CH:22][CH:21]=1, predict the reaction product. The product is: [OH:12][CH:9]1[CH2:8][CH2:7][C:6]2([C:4](=[O:5])[N:25]([CH2:24][C:23]3[CH:26]=[CH:27][C:20]([O:19][C:18]([F:17])([F:28])[F:29])=[CH:21][CH:22]=3)[CH2:14][CH2:13]2)[CH2:11][CH2:10]1.